Dataset: Full USPTO retrosynthesis dataset with 1.9M reactions from patents (1976-2016). Task: Predict the reactants needed to synthesize the given product. (1) Given the product [C:6]([CH2:7][C:8]1([CH2:11][CH2:12][CH:13](/[CH:24]=[CH:25]/[C:26]2[CH:31]=[CH:30][CH:29]=[CH:28][C:27]=2[O:32][CH2:33][C:34]2[CH:35]=[CH:36][C:37]([O:40][C:41]([F:42])([F:44])[F:43])=[CH:38][CH:39]=2)[CH2:14][C:15]2[CH:23]=[CH:22][C:18]([C:19]([OH:21])=[O:20])=[CH:17][CH:16]=2)[CH2:10][CH2:9]1)([OH:45])=[O:5], predict the reactants needed to synthesize it. The reactants are: [OH-].[Li+].C([O:5][C:6](=[O:45])[CH2:7][C:8]1([CH2:11][CH2:12][CH:13](/[CH:24]=[CH:25]/[C:26]2[CH:31]=[CH:30][CH:29]=[CH:28][C:27]=2[O:32][CH2:33][C:34]2[CH:39]=[CH:38][C:37]([O:40][C:41]([F:44])([F:43])[F:42])=[CH:36][CH:35]=2)[CH2:14][C:15]2[CH:23]=[CH:22][C:18]([C:19]([OH:21])=[O:20])=[CH:17][CH:16]=2)[CH2:10][CH2:9]1)C. (2) Given the product [CH3:51][CH2:53][CH2:54][CH2:59][CH2:58][CH2:57][CH2:8][CH2:13][CH2:12][CH2:11][CH2:10][CH2:9][NH:21][C:22]([NH2:24])=[NH:23], predict the reactants needed to synthesize it. The reactants are: C[C@@H]1O[C@@H](O[C@H:8]2[C@H:13](O)[C@@H:12](O)[C@H:11](NC(N)=N)[C@@H:10](O)[C@@H:9]2[NH:21][C:22]([NH2:24])=[NH:23])[C@H](O[C@@H]2O[C@@H](CO)[C@H](O)[C@@H](O)[C@@H]2NC)[C@@]1(O)C=O.CC1(C)S[C@@H]2[C@H](N[C:51]([CH2:53][C:54]3C=C[CH:57]=[CH:58][CH:59]=3)=O)C(=O)N2[C@H]1C([O-])=O.[K+]. (3) Given the product [CH3:17][C:12]1[C:11]([C:9]2[O:10][C:3]3[C:4](=[N:5][CH:6]=[CH:7][C:2]=3[NH:28][C:27]3[C:19]([CH3:18])=[C:20]4[C:24](=[CH:25][CH:26]=3)[NH:23][CH:22]=[CH:21]4)[CH:8]=2)=[C:15]([CH3:16])[O:14][N:13]=1, predict the reactants needed to synthesize it. The reactants are: Cl[C:2]1[CH:7]=[CH:6][N:5]=[C:4]2[CH:8]=[C:9]([C:11]3[C:12]([CH3:17])=[N:13][O:14][C:15]=3[CH3:16])[O:10][C:3]=12.[CH3:18][C:19]1[C:27]([NH2:28])=[CH:26][CH:25]=[C:24]2[C:20]=1[CH:21]=[CH:22][NH:23]2. (4) The reactants are: C([O:3][C:4]([C:6]1[S:22][C:9]2=[N:10][C:11]3[CH2:12][CH2:13][C@@H:14]([C:18]([CH3:21])([CH3:20])[CH3:19])[CH2:15][C:16]=3[CH:17]=[C:8]2[CH:7]=1)=O)C.[OH-].[Na+].[Cl:25]CCl.O=S(Cl)Cl. Given the product [C:18]([CH:14]1[CH2:13][CH2:12][C:11]2[N:10]=[C:9]3[S:22][C:6]([C:4]([Cl:25])=[O:3])=[CH:7][C:8]3=[CH:17][C:16]=2[CH2:15]1)([CH3:21])([CH3:20])[CH3:19], predict the reactants needed to synthesize it.